The task is: Regression/Classification. Given a drug SMILES string, predict its absorption, distribution, metabolism, or excretion properties. Task type varies by dataset: regression for continuous measurements (e.g., permeability, clearance, half-life) or binary classification for categorical outcomes (e.g., BBB penetration, CYP inhibition). Dataset: cyp2c9_veith.. This data is from CYP2C9 inhibition data for predicting drug metabolism from PubChem BioAssay. The compound is CC(=O)N1c2ccc(S(=O)(=O)CCC(=O)O)cc2CC1C. The result is 0 (non-inhibitor).